This data is from Catalyst prediction with 721,799 reactions and 888 catalyst types from USPTO. The task is: Predict which catalyst facilitates the given reaction. (1) Reactant: [Cl:1][C:2]1[N:3]=[C:4]([N:18]2[CH2:23][CH2:22][O:21][CH2:20][CH2:19]2)[C:5]2[S:10][C:9]([C:11]3[CH:12]=[C:13]([CH:15]=[CH:16][CH:17]=3)[NH2:14])=[CH:8][C:6]=2[N:7]=1.Cl[CH2:25][CH2:26][O:27][CH2:28][CH2:29][OH:30].C(=O)([O-])[O-].[K+].[K+].[I-].[K+]. Product: [Cl:1][C:2]1[N:3]=[C:4]([N:18]2[CH2:23][CH2:22][O:21][CH2:20][CH2:19]2)[C:5]2[S:10][C:9]([C:11]3[CH:12]=[C:13]([NH:14][CH2:25][CH2:26][O:27][CH2:28][CH2:29][OH:30])[CH:15]=[CH:16][CH:17]=3)=[CH:8][C:6]=2[N:7]=1. The catalyst class is: 10. (2) Reactant: [C:1]([CH:5]1[CH2:10][CH2:9][CH:8]([N:11]([CH2:23][C:24]2[CH:33]=[CH:32][C:27]([C:28]([O:30]C)=[O:29])=[CH:26][CH:25]=2)[C:12]2[N:16]([CH3:17])[C:15]3[CH:18]=[CH:19][C:20]([OH:22])=[CH:21][C:14]=3[N:13]=2)[CH2:7][CH2:6]1)([CH3:4])([CH3:3])[CH3:2].[Li+].[OH-].CCOC(C)=O.Cl. Product: [C:1]([CH:5]1[CH2:10][CH2:9][CH:8]([N:11]([CH2:23][C:24]2[CH:25]=[CH:26][C:27]([C:28]([OH:30])=[O:29])=[CH:32][CH:33]=2)[C:12]2[N:16]([CH3:17])[C:15]3[CH:18]=[CH:19][C:20]([OH:22])=[CH:21][C:14]=3[N:13]=2)[CH2:7][CH2:6]1)([CH3:4])([CH3:2])[CH3:3]. The catalyst class is: 38. (3) Reactant: [NH2:1][CH:2]1[CH2:6][N:5]([C:7]2[CH:12]=[CH:11][C:10]([O:13][CH3:14])=[C:9]([F:15])[CH:8]=2)[C:4](=[O:16])[CH2:3]1.C([O-])([O-])=O.[K+].[K+].[C:23](Cl)(=[O:30])[C:24]1[CH:29]=[CH:28][CH:27]=[CH:26][CH:25]=1. Product: [F:15][C:9]1[CH:8]=[C:7]([N:5]2[C:4](=[O:16])[CH2:3][CH:2]([NH:1][C:23](=[O:30])[C:24]3[CH:29]=[CH:28][CH:27]=[CH:26][CH:25]=3)[CH2:6]2)[CH:12]=[CH:11][C:10]=1[O:13][CH3:14]. The catalyst class is: 2. (4) Reactant: [CH3:1][O:2][C:3]1[CH:8]=[CH:7][N:6]=[C:5]([NH:9][CH2:10][CH2:11][CH2:12][O:13][C:14]2[CH:30]=[CH:29][C:17]3[CH2:18][CH:19]([CH2:24][C:25]([O:27]C)=[O:26])[C:20](=[O:23])[NH:21][CH2:22][C:16]=3[CH:15]=2)[CH:4]=1.N1C=CC=CC=1NCCCOC1C=CC2CC(CC(OCC)=O)C(=O)NCC=2C=1. The catalyst class is: 6. Product: [CH3:1][O:2][C:3]1[CH:8]=[CH:7][N:6]=[C:5]([NH:9][CH2:10][CH2:11][CH2:12][O:13][C:14]2[CH:30]=[CH:29][C:17]3[CH2:18][CH:19]([CH2:24][C:25]([OH:27])=[O:26])[C:20](=[O:23])[NH:21][CH2:22][C:16]=3[CH:15]=2)[CH:4]=1. (5) Reactant: [CH3:1][C:2]1[S:23][C:5]2=[N:6][C:7]([CH3:22])=[C:8]([CH2:17][C:18]([O:20]C)=[O:19])[C:9]([C:10]3[CH:15]=[CH:14][C:13]([CH3:16])=[CH:12][CH:11]=3)=[C:4]2[CH:3]=1.[O-2].[Li+].[Li+].Cl. Product: [CH3:1][C:2]1[S:23][C:5]2=[N:6][C:7]([CH3:22])=[C:8]([CH2:17][C:18]([OH:20])=[O:19])[C:9]([C:10]3[CH:11]=[CH:12][C:13]([CH3:16])=[CH:14][CH:15]=3)=[C:4]2[CH:3]=1. The catalyst class is: 38. (6) Reactant: F[C:2]1[CH:7]=[CH:6][C:5]([N:8]([CH3:18])[S:9]([C:12]2[CH:17]=[CH:16][CH:15]=[CH:14][CH:13]=2)(=[O:11])=[O:10])=[CH:4][C:3]=1[N+:19]([O-:21])=[O:20].[NH2:22][CH2:23][CH:24]1[CH2:29][CH2:28][O:27][CH2:26][CH2:25]1. The catalyst class is: 351. Product: [CH3:18][N:8]([C:5]1[CH:6]=[CH:7][C:2]([NH:22][CH2:23][CH:24]2[CH2:29][CH2:28][O:27][CH2:26][CH2:25]2)=[C:3]([N+:19]([O-:21])=[O:20])[CH:4]=1)[S:9]([C:12]1[CH:17]=[CH:16][CH:15]=[CH:14][CH:13]=1)(=[O:11])=[O:10]. (7) Reactant: [Br:1][C:2]1[C:9]([O:10][CH3:11])=[CH:8][C:5]([CH:6]=[O:7])=[C:4]([F:12])[CH:3]=1.[BH4-].[Na+]. Product: [Br:1][C:2]1[C:9]([O:10][CH3:11])=[CH:8][C:5]([CH2:6][OH:7])=[C:4]([F:12])[CH:3]=1. The catalyst class is: 459. (8) Reactant: [F:1][C:2]1[CH:10]=[C:9]([S:11]([CH3:14])(=[O:13])=[O:12])[CH:8]=[CH:7][C:3]=1[C:4]([NH2:6])=O.CCN(CC)CC.ClC(Cl)(Cl)C(Cl)=O. Product: [F:1][C:2]1[CH:10]=[C:9]([S:11]([CH3:14])(=[O:13])=[O:12])[CH:8]=[CH:7][C:3]=1[C:4]#[N:6]. The catalyst class is: 2. (9) Reactant: CN(C)C=O.C(Cl)(=O)C(Cl)=O.[Cl:12][C:13]1[CH:18]=[CH:17][C:16]([N:19]([CH3:32])[S:20]([C:23]2[CH:31]=[CH:30][C:26]([C:27](O)=[O:28])=[CH:25][CH:24]=2)(=[O:22])=[O:21])=[CH:15][CH:14]=1.[NH2:33][C:34]1[CH:43]=[CH:42][C:41]([Br:44])=[CH:40][C:35]=1[C:36]([O:38]C)=[O:37]. Product: [Br:44][C:41]1[CH:42]=[CH:43][C:34]([NH:33][C:27](=[O:28])[C:26]2[CH:30]=[CH:31][C:23]([S:20]([N:19]([C:16]3[CH:15]=[CH:14][C:13]([Cl:12])=[CH:18][CH:17]=3)[CH3:32])(=[O:22])=[O:21])=[CH:24][CH:25]=2)=[C:35]([CH:40]=1)[C:36]([OH:38])=[O:37]. The catalyst class is: 202. (10) Reactant: [C:1]([O:5][C:6]([N:8]1[CH2:13][CH2:12][C:11]([F:15])([F:14])[CH:10]([N:16]=[N+]=[N-])[CH2:9]1)=[O:7])([CH3:4])([CH3:3])[CH3:2]. Product: [C:1]([O:5][C:6]([N:8]1[CH2:13][CH2:12][C:11]([F:14])([F:15])[CH:10]([NH2:16])[CH2:9]1)=[O:7])([CH3:4])([CH3:2])[CH3:3]. The catalyst class is: 19.